Task: Predict the reactants needed to synthesize the given product.. Dataset: Full USPTO retrosynthesis dataset with 1.9M reactions from patents (1976-2016) (1) The reactants are: O=[C:2]1[C:11]2[C:6](=[CH:7][C:8]([O:18][C@H:19]3[CH2:23][CH2:22][O:21][CH2:20]3)=[C:9]([O:12][C@H:13]3[CH2:17][CH2:16][O:15][CH2:14]3)[CH:10]=2)[N:5]=[CH:4][NH:3]1.S(Cl)([Cl:26])=O.CN(C)C=O. Given the product [Cl:26][C:2]1[C:11]2[C:6](=[CH:7][C:8]([O:18][C@H:19]3[CH2:23][CH2:22][O:21][CH2:20]3)=[C:9]([O:12][C@H:13]3[CH2:17][CH2:16][O:15][CH2:14]3)[CH:10]=2)[N:5]=[CH:4][N:3]=1, predict the reactants needed to synthesize it. (2) Given the product [Cl:9][CH2:19][C:18]1[O:20][N:10]=[C:1]([C:2]2[CH:7]=[CH:6][CH:5]=[CH:4][CH:3]=2)[N:8]=1, predict the reactants needed to synthesize it. The reactants are: [C:1](#[N:8])[C:2]1[CH:7]=[CH:6][CH:5]=[CH:4][CH:3]=1.[ClH:9].[NH2:10]O.C(=O)([O-])[O-].[K+].[K+].[CH2:18]([OH:20])[CH3:19]. (3) Given the product [CH2:1]([S:8][C:9]1[CH:10]=[C:11]2[C:15](=[CH:16][C:17]=1[F:18])[N:14]([CH2:20][C:21]1[CH:22]=[CH:23][CH:24]=[C:25]3[C:30]=1[CH2:29][N:28]([C:31]([O:33][C:34]([CH3:37])([CH3:36])[CH3:35])=[O:32])[CH2:27][CH2:26]3)[N:13]=[CH:12]2)[C:2]1[CH:3]=[CH:4][CH:5]=[CH:6][CH:7]=1, predict the reactants needed to synthesize it. The reactants are: [CH2:1]([S:8][C:9]1[CH:10]=[C:11]2[C:15](=[CH:16][C:17]=1[F:18])[NH:14][N:13]=[CH:12]2)[C:2]1[CH:7]=[CH:6][CH:5]=[CH:4][CH:3]=1.O[CH2:20][C:21]1[CH:22]=[CH:23][CH:24]=[C:25]2[C:30]=1[CH2:29][N:28]([C:31]([O:33][C:34]([CH3:37])([CH3:36])[CH3:35])=[O:32])[CH2:27][CH2:26]2.C1(P(C2C=CC=CC=2)C2C=CC=CC=2)C=CC=CC=1. (4) The reactants are: Cl[C:2]1[CH:3]=[C:4]2[C:8](=[CH:9][CH:10]=1)[NH:7][CH:6]=[C:5]2[C:11]1[CH2:16][CH2:15][N:14]([C:17]([O:19][C:20]([CH3:23])([CH3:22])[CH3:21])=[O:18])[CH2:13][CH:12]=1.C([O-])=O.[NH4+]. Given the product [NH:7]1[C:8]2[C:4](=[CH:3][CH:2]=[CH:10][CH:9]=2)[C:5]([CH:11]2[CH2:16][CH2:15][N:14]([C:17]([O:19][C:20]([CH3:23])([CH3:22])[CH3:21])=[O:18])[CH2:13][CH2:12]2)=[CH:6]1, predict the reactants needed to synthesize it. (5) The reactants are: C([N:8](CC1C=CC=CC=1)[C:9]1[CH:17]=[C:16]([CH3:18])[C:15]([O:19][C:20]2[CH:25]=[CH:24][C:23]([O:26]CC3C=CC=CC=3)=[C:22]([C:34]([CH3:36])=[CH2:35])[C:21]=2[O:37][CH3:38])=[C:14]2[C:10]=1[CH2:11][CH2:12][CH2:13]2)C1C=CC=CC=1.[H][H]. Given the product [NH2:8][C:9]1[CH:17]=[C:16]([CH3:18])[C:15]([O:19][C:20]2[CH:25]=[CH:24][C:23]([OH:26])=[C:22]([CH:34]([CH3:36])[CH3:35])[C:21]=2[O:37][CH3:38])=[C:14]2[C:10]=1[CH2:11][CH2:12][CH2:13]2, predict the reactants needed to synthesize it.